From a dataset of Forward reaction prediction with 1.9M reactions from USPTO patents (1976-2016). Predict the product of the given reaction. (1) Given the reactants [N+:1]([C:4]1[CH:5]=[C:6]2[C:10](=[CH:11][CH:12]=1)[CH2:9][N:8]([C:13]([O:15][C:16]([CH3:19])([CH3:18])[CH3:17])=[O:14])[CH2:7]2)([O-])=O, predict the reaction product. The product is: [NH2:1][C:4]1[CH:5]=[C:6]2[C:10](=[CH:11][CH:12]=1)[CH2:9][N:8]([C:13]([O:15][C:16]([CH3:19])([CH3:18])[CH3:17])=[O:14])[CH2:7]2. (2) Given the reactants [NH:1]1[C:5]2[CH:6]=[CH:7][CH:8]=[CH:9][C:4]=2[N:3]=[C:2]1[C:10]1[C:11]([NH2:17])=[N:12][CH:13]=[C:14](Br)[N:15]=1.C(=O)([O-])[O-].[Cs+].[Cs+].[N:24]1[CH:29]=[CH:28][CH:27]=[C:26]([OH:30])[CH:25]=1, predict the reaction product. The product is: [NH:1]1[C:5]2[CH:6]=[CH:7][CH:8]=[CH:9][C:4]=2[N:3]=[C:2]1[C:10]1[C:11]([NH2:17])=[N:12][CH:13]=[C:14]([O:30][C:26]2[CH:25]=[N:24][CH:29]=[CH:28][CH:27]=2)[N:15]=1. (3) Given the reactants Cl[C:2]1[CH:7]=[CH:6][C:5]([N+:8]([O-:10])=[O:9])=[CH:4][N:3]=1.[CH3:11][C:12]1[CH:17]=[CH:16][C:15]([CH3:18])=[CH:14][C:13]=1[OH:19].C(=O)([O-])[O-].[K+].[K+], predict the reaction product. The product is: [CH3:11][C:12]1[CH:17]=[CH:16][C:15]([CH3:18])=[CH:14][C:13]=1[O:19][C:2]1[CH:7]=[CH:6][C:5]([N+:8]([O-:10])=[O:9])=[CH:4][N:3]=1.